Task: Predict the product of the given reaction.. Dataset: Forward reaction prediction with 1.9M reactions from USPTO patents (1976-2016) (1) Given the reactants Br[CH2:2][C:3]1[CH:8]=[C:7]([Cl:9])[CH:6]=[CH:5][C:4]=1[S:10]([CH2:13][CH3:14])(=[O:12])=[O:11].[F:15][C:16]([F:30])([F:29])[O:17][C:18]1[CH:27]=[C:26]2[C:21]([CH:22]=[CH:23][NH:24][C:25]2=[O:28])=[CH:20][CH:19]=1, predict the reaction product. The product is: [Cl:9][C:7]1[CH:6]=[CH:5][C:4]([S:10]([CH2:13][CH3:14])(=[O:12])=[O:11])=[C:3]([CH2:2][N:24]2[CH:23]=[CH:22][C:21]3[C:26](=[CH:27][C:18]([O:17][C:16]([F:30])([F:15])[F:29])=[CH:19][CH:20]=3)[C:25]2=[O:28])[CH:8]=1. (2) Given the reactants [N:1]1([C:6]2[CH2:7][CH2:8][N:9]([C:12](=[O:14])[CH3:13])[CH2:10][CH:11]=2)[CH2:5][CH2:4][CH2:3][CH2:2]1.[CH2:15]([O:17][C:18](=[O:23])[C:19](=[N:21][OH:22])Cl)[CH3:16].CNC1(NC)C=CN=CC1.CN1CCOCC1.C(N(C(C)C)CC)(C)C, predict the reaction product. The product is: [CH2:15]([O:17][C:18]([C:19]1[CH:11]2[CH2:10][N:9]([C:12](=[O:14])[CH3:13])[CH2:8][CH2:7][C:6]2([N:1]2[CH2:2][CH2:3][CH2:4][CH2:5]2)[O:22][N:21]=1)=[O:23])[CH3:16]. (3) Given the reactants C[N:2](C)[CH:3]=[CH:4][C:5]([C:7]1[C:12](=[O:13])[CH:11]=[CH:10][N:9]([C:14]2[CH:19]=[CH:18][CH:17]=[C:16]([C:20]([F:23])([F:22])[F:21])[CH:15]=2)[N:8]=1)=O.Cl.Cl.[CH2:27]([NH:34]N)[C:28]1[CH:33]=[CH:32][CH:31]=[CH:30][CH:29]=1.CCN(CC)CC.Cl, predict the reaction product. The product is: [CH2:27]([N:34]1[C:5]([C:7]2[C:12](=[O:13])[CH:11]=[CH:10][N:9]([C:14]3[CH:19]=[CH:18][CH:17]=[C:16]([C:20]([F:23])([F:22])[F:21])[CH:15]=3)[N:8]=2)=[CH:4][CH:3]=[N:2]1)[C:28]1[CH:33]=[CH:32][CH:31]=[CH:30][CH:29]=1. (4) Given the reactants [C:1]([S:5][C:6]1[C:14]2[C:9](=[CH:10][CH:11]=[C:12]([O:15][CH2:16][C:17]3[CH:22]=[CH:21][CH:20]=[CH:19][N:18]=3)[CH:13]=2)[N:8]([CH2:23][C:24]2[CH:33]=[CH:32][C:27]([C:28]([NH:30][NH2:31])=[O:29])=[CH:26][CH:25]=2)[C:7]=1[CH2:34][C:35]([CH3:38])([CH3:37])[CH3:36])([CH3:4])([CH3:3])[CH3:2].C1N=C[N:41](C(N2C=NC=C2)=N)[CH:40]=1, predict the reaction product. The product is: [C:1]([S:5][C:6]1[C:14]2[C:9](=[CH:10][CH:11]=[C:12]([O:15][CH2:16][C:17]3[CH:22]=[CH:21][CH:20]=[CH:19][N:18]=3)[CH:13]=2)[N:8]([CH2:23][C:24]2[CH:25]=[CH:26][C:27]([C:28]3[O:29][C:40]([NH2:41])=[N:31][N:30]=3)=[CH:32][CH:33]=2)[C:7]=1[CH2:34][C:35]([CH3:38])([CH3:37])[CH3:36])([CH3:4])([CH3:3])[CH3:2]. (5) Given the reactants [H-].[Na+].Cl[C:4]1[CH:13]=[N:12][C:11]2[C:6](=[CH:7][C:8]([O:14][CH3:15])=[CH:9][CH:10]=2)[N:5]=1.[C:16]([O:20][C:21](=[O:32])[NH:22][CH:23]1[CH2:28][CH2:27][N:26]([CH2:29][CH2:30][OH:31])[CH2:25][CH2:24]1)([CH3:19])([CH3:18])[CH3:17], predict the reaction product. The product is: [C:16]([O:20][C:21](=[O:32])[NH:22][CH:23]1[CH2:24][CH2:25][N:26]([CH2:29][CH2:30][O:31][C:4]2[CH:13]=[N:12][C:11]3[C:6](=[CH:7][C:8]([O:14][CH3:15])=[CH:9][CH:10]=3)[N:5]=2)[CH2:27][CH2:28]1)([CH3:19])([CH3:17])[CH3:18]. (6) Given the reactants [CH2:1]([N:8]1[CH2:12][CH2:11][C:10](=[O:13])[CH2:9]1)[C:2]1[CH:7]=[CH:6][CH:5]=[CH:4][CH:3]=1.[BH4-].[Na+], predict the reaction product. The product is: [CH2:1]([N:8]1[CH2:12][CH2:11][CH:10]([OH:13])[CH2:9]1)[C:2]1[CH:3]=[CH:4][CH:5]=[CH:6][CH:7]=1.